Predict the reactants needed to synthesize the given product. From a dataset of Full USPTO retrosynthesis dataset with 1.9M reactions from patents (1976-2016). (1) The reactants are: [CH3:1][O:2][C:3]1[N:8]=[C:7]([O:9][CH3:10])[C:6](I)=[CH:5][N:4]=1.[Cl:12][C:13]1[C:18](B(O)O)=[CH:17][CH:16]=[C:15]([CH3:22])[N:14]=1.C([O-])([O-])=O.[Na+].[Na+].C1C=CC(P(C2C=CC=CC=2)C2C=CC=CC=2)=CC=1. Given the product [Cl:12][C:13]1[C:18]([C:6]2[C:7]([O:9][CH3:10])=[N:8][C:3]([O:2][CH3:1])=[N:4][CH:5]=2)=[CH:17][CH:16]=[C:15]([CH3:22])[N:14]=1, predict the reactants needed to synthesize it. (2) Given the product [CH:1]1([C:7]2[C:15]3[S:14][C:13]([NH:16][C:33](=[O:34])[C:32]4[CH:36]=[CH:37][C:29]([F:28])=[CH:30][CH:31]=4)=[N:12][C:11]=3[C:10]([O:17][CH3:18])=[CH:9][CH:8]=2)[CH2:2][CH2:3][CH2:4][CH2:5][CH2:6]1, predict the reactants needed to synthesize it. The reactants are: [CH:1]1([C:7]2[C:15]3[S:14][C:13]([NH2:16])=[N:12][C:11]=3[C:10]([O:17][CH3:18])=[CH:9][CH:8]=2)[CH2:6][CH2:5][CH2:4][CH2:3][CH2:2]1.C(N(C(C)C)C(C)C)C.[F:28][C:29]1[CH:37]=[CH:36][C:32]([C:33](Cl)=[O:34])=[CH:31][CH:30]=1. (3) Given the product [CH3:16][C:15]1[C:10]2[CH2:9][O:25][C:21]3([CH2:22][CH2:23][CH2:24]3)[C:11]=2[C:12]([OH:17])=[CH:13][CH:14]=1, predict the reactants needed to synthesize it. The reactants are: [Si](O[CH2:9][C:10]1[C:15]([CH3:16])=[CH:14][CH:13]=[C:12]([O:17]COC)[C:11]=1[C:21]1([OH:25])[CH2:24][CH2:23][CH2:22]1)(C(C)(C)C)(C)C.